Dataset: Reaction yield outcomes from USPTO patents with 853,638 reactions. Task: Predict the reaction yield, written as a fraction of the theoretical maximum amount of product (1.0 means a 100% yield; for example, 0.34 means a 34% yield). (1) The reactants are [F:1][C:2]1[CH:7]=[CH:6][C:5]([CH2:8][CH2:9][CH2:10][N:11]([CH2:13][C@@H:14]2[CH2:19][CH2:18][CH2:17][CH2:16][C@H:15]2[NH2:20])[CH3:12])=[CH:4][CH:3]=1.C(N(CC)CC)C.C1([O:34][C:35](=O)[NH:36][C:37]2[CH:42]=[CH:41][CH:40]=[C:39]([C:43]3[N:47]([CH3:48])[N:46]=[N:45][N:44]=3)[CH:38]=2)C=CC=CC=1. The catalyst is C(#N)C. The product is [F:1][C:2]1[CH:3]=[CH:4][C:5]([CH2:8][CH2:9][CH2:10][N:11]([CH2:13][C@@H:14]2[CH2:19][CH2:18][CH2:17][CH2:16][C@H:15]2[NH:20][C:35]([NH:36][C:37]2[CH:42]=[CH:41][CH:40]=[C:39]([C:43]3[N:47]([CH3:48])[N:46]=[N:45][N:44]=3)[CH:38]=2)=[O:34])[CH3:12])=[CH:6][CH:7]=1. The yield is 0.600. (2) The reactants are C(OC([NH:8][C:9]1[CH:14]=[CH:13][C:12]([NH:15][C:16]2[C:21]([CH3:22])=[CH:20][N:19]=[C:18]([Cl:23])[N:17]=2)=[CH:11][C:10]=1[CH2:24][CH2:25][C:26]1[CH:27]=[C:28]([NH:32]C(=O)OC(C)(C)C)[CH:29]=[N:30][CH:31]=1)=O)(C)(C)C.CO.[ClH:42]. The catalyst is O1CCOCC1. The product is [ClH:23].[ClH:42].[ClH:23].[NH2:32][C:28]1[CH:27]=[C:26]([CH2:25][CH2:24][C:10]2[CH:11]=[C:12]([NH:15][C:16]3[C:21]([CH3:22])=[CH:20][N:19]=[C:18]([Cl:23])[N:17]=3)[CH:13]=[CH:14][C:9]=2[NH2:8])[CH:31]=[N:30][CH:29]=1. The yield is 0.950. (3) The reactants are Cl.[OH:2][NH:3][C:4]([C@H:6]1[C:11]([CH3:13])([CH3:12])[S:10][CH2:9][CH2:8][N:7]1[S:14]([C:17]1[CH:38]=[CH:37][C:20]([O:21][CH:22](C)[C:23]#[C:24][CH2:25][CH2:26][CH2:27][NH:28]C(=O)OC(C)(C)C)=[CH:19][CH:18]=1)(=[O:16])=[O:15])=[O:5]. The catalyst is ClCCl.CO. The product is [NH2:28][CH2:27][CH2:26][CH2:25][C:24]#[C:23][CH2:22][O:21][C:20]1[CH:37]=[CH:38][C:17]([S:14]([N:7]2[CH2:8][CH2:9][S:10][C:11]([CH3:12])([CH3:13])[C@@H:6]2[C:4]([NH:3][OH:2])=[O:5])(=[O:15])=[O:16])=[CH:18][CH:19]=1. The yield is 1.00. (4) The reactants are Br[C:2]1[S:6][C:5]([CH2:7][CH3:8])=[C:4]([C:9]([O:11][CH2:12][CH3:13])=[O:10])[CH:3]=1.[CH:14]([Mg]Br)([CH3:16])[CH3:15].O1CCC[CH2:20]1.[Cl-].[NH4+]. The catalyst is O1CCCC1. The product is [CH2:7]([C:5]1[S:6][C:2]([CH2:15][CH:14]([CH3:16])[CH3:20])=[CH:3][C:4]=1[C:9]([O:11][CH2:12][CH3:13])=[O:10])[CH3:8]. The yield is 0.800. (5) The reactants are [Cl-].O[NH3+:3].[C:4](=[O:7])([O-])[OH:5].[Na+].CS(C)=O.[CH3:13][C:14]1([CH3:49])[CH2:18][C:17]2[CH:19]=[C:20]([N:23]3[C:28](=[O:29])[C:27]([CH2:30][C:31]4[CH:36]=[CH:35][C:34]([C:37]5[C:38]([C:43]#[N:44])=[CH:39][CH:40]=[CH:41][CH:42]=5)=[CH:33][CH:32]=4)=[C:26]([CH2:45][CH2:46][CH3:47])[N:25]=[C:24]3[CH3:48])[CH:21]=[CH:22][C:16]=2[O:15]1. The catalyst is O.C(OCC)(=O)C. The product is [CH3:13][C:14]1([CH3:49])[CH2:18][C:17]2[CH:19]=[C:20]([N:23]3[C:28](=[O:29])[C:27]([CH2:30][C:31]4[CH:36]=[CH:35][C:34]([C:37]5[CH:42]=[CH:41][CH:40]=[CH:39][C:38]=5[C:43]5[NH:3][C:4](=[O:7])[O:5][N:44]=5)=[CH:33][CH:32]=4)=[C:26]([CH2:45][CH2:46][CH3:47])[N:25]=[C:24]3[CH3:48])[CH:21]=[CH:22][C:16]=2[O:15]1. The yield is 0.760. (6) The product is [N:1]1[CH:2]=[N:3][N:4]2[CH:9]=[C:8]([C:10]3[CH:19]=[C:18]4[C:13]([CH:14]([C:20]5[CH:25]=[CH:24][C:23]([Cl:26])=[C:22]([Cl:27])[CH:21]=5)[CH2:15][N:16]([C:28]([O:30][C:31]([CH3:34])([CH3:33])[CH3:32])=[O:29])[CH2:17]4)=[CH:12][CH:11]=3)[CH:7]=[CH:6][C:5]=12. The yield is 0.970. The catalyst is CN(C=O)C. The reactants are [N:1]1[CH:2]=[N:3][N:4]2[CH:9]=[C:8]([C:10]3[CH:19]=[C:18]4[C:13]([CH:14]([C:20]5[CH:25]=[CH:24][C:23]([Cl:26])=[C:22]([Cl:27])[CH:21]=5)[CH2:15][NH:16][CH2:17]4)=[CH:12][CH:11]=3)[CH:7]=[CH:6][C:5]=12.[C:28](O[C:28]([O:30][C:31]([CH3:34])([CH3:33])[CH3:32])=[O:29])([O:30][C:31]([CH3:34])([CH3:33])[CH3:32])=[O:29].CCOC(C)=O.CO.